This data is from Full USPTO retrosynthesis dataset with 1.9M reactions from patents (1976-2016). The task is: Predict the reactants needed to synthesize the given product. (1) Given the product [Cl:22][C:23]1[C:28]([Cl:29])=[CH:27][CH:26]=[CH:25][C:24]=1[C:2]1[N:7]=[C:6]([NH2:8])[N:5]=[C:4]([NH:9][CH2:10][CH2:11][C:12]2[CH:17]=[CH:16][C:15]([S:18]([CH3:21])(=[O:20])=[O:19])=[CH:14][CH:13]=2)[CH:3]=1, predict the reactants needed to synthesize it. The reactants are: Cl[C:2]1[N:7]=[C:6]([NH2:8])[N:5]=[C:4]([NH:9][CH2:10][CH2:11][C:12]2[CH:17]=[CH:16][C:15]([S:18]([CH3:21])(=[O:20])=[O:19])=[CH:14][CH:13]=2)[CH:3]=1.[Cl:22][C:23]1[C:28]([Cl:29])=[CH:27][CH:26]=[CH:25][C:24]=1B(O)O. (2) Given the product [ClH:1].[Cl:1][C:2]1[CH:14]=[C:13]([C@H:15]2[CH2:18][C@H:17]([C:19]([N:21]3[CH2:25][CH2:24][CH2:23][CH2:22]3)=[O:20])[CH2:16]2)[CH:12]=[CH:11][C:3]=1[CH2:4][N:5]1[CH2:9][CH2:8][CH2:7][C@H:6]1[CH3:10], predict the reactants needed to synthesize it. The reactants are: [Cl:1][C:2]1[CH:14]=[C:13]([C:15]2[CH2:18][CH:17]([C:19]([N:21]3[CH2:25][CH2:24][CH2:23][CH2:22]3)=[O:20])[CH:16]=2)[CH:12]=[CH:11][C:3]=1[CH2:4][N:5]1[CH2:9][CH2:8][CH2:7][C@H:6]1[CH3:10].FC(F)(F)C([O-])=O. (3) Given the product [F:5][C:6]1[C:14]([NH:15][S:16]([CH2:19][CH2:20][CH3:21])(=[O:18])=[O:17])=[CH:13][CH:12]=[C:11]([F:22])[C:7]=1[C:8]([Cl:3])=[O:9], predict the reactants needed to synthesize it. The reactants are: S(Cl)([Cl:3])=O.[F:5][C:6]1[C:14]([NH:15][S:16]([CH2:19][CH2:20][CH3:21])(=[O:18])=[O:17])=[CH:13][CH:12]=[C:11]([F:22])[C:7]=1[C:8](O)=[O:9]. (4) The reactants are: [CH2:1]([O:9][C:10]1[CH:15]=[CH:14][C:13](C2CCCC(=O)C=2)=[CH:12][CH:11]=1)[CH2:2]CCCCCC.CC[O:25]C(C)=O. Given the product [CH2:1]([O:9][C:10]1[CH2:15][CH2:14][CH2:13][C:12](=[O:25])[CH:11]=1)[CH3:2], predict the reactants needed to synthesize it. (5) The reactants are: [CH2:1]([O:3][C:4](=[O:17])[CH2:5][CH2:6][C:7]1[CH:12]=[CH:11][C:10]([OH:13])=[C:9]([O:14][CH2:15][CH3:16])[CH:8]=1)[CH3:2].Cl[CH2:19][C:20]1[C:21]([CH3:36])=[N:22][C:23]([C:26]2[CH:31]=[CH:30][C:29]([C:32]([F:35])([F:34])[F:33])=[CH:28][CH:27]=2)=[CH:24][CH:25]=1. Given the product [CH2:1]([O:3][C:4](=[O:17])[CH2:5][CH2:6][C:7]1[CH:12]=[CH:11][C:10]([O:13][CH2:19][C:20]2[C:21]([CH3:36])=[N:22][C:23]([C:26]3[CH:27]=[CH:28][C:29]([C:32]([F:35])([F:33])[F:34])=[CH:30][CH:31]=3)=[CH:24][CH:25]=2)=[C:9]([O:14][CH2:15][CH3:16])[CH:8]=1)[CH3:2], predict the reactants needed to synthesize it.